Task: Predict the reactants needed to synthesize the given product.. Dataset: Full USPTO retrosynthesis dataset with 1.9M reactions from patents (1976-2016) (1) Given the product [CH3:24][N:22]([CH3:23])[C:13]1([C:16]2[CH:17]=[CH:18][CH:19]=[CH:20][CH:21]=2)[CH2:12][CH2:11][CH:10]([NH:9][C:8]([N:26]2[CH2:31][CH2:30][CH:29]([C:32]3[C:40]4[C:35](=[CH:36][CH:37]=[CH:38][CH:39]=4)[NH:34][CH:33]=3)[CH2:28][CH2:27]2)=[O:25])[CH2:15][CH2:14]1, predict the reactants needed to synthesize it. The reactants are: C1(O[C:8](=[O:25])[NH:9][CH:10]2[CH2:15][CH2:14][C:13]([N:22]([CH3:24])[CH3:23])([C:16]3[CH:21]=[CH:20][CH:19]=[CH:18][CH:17]=3)[CH2:12][CH2:11]2)C=CC=CC=1.[NH:26]1[CH2:31][CH2:30][CH:29]([C:32]2[C:40]3[C:35](=[CH:36][CH:37]=[CH:38][CH:39]=3)[NH:34][CH:33]=2)[CH2:28][CH2:27]1. (2) Given the product [NH2:1][C:2]1[CH:10]=[CH:9][C:5]([C:6]([O:8][CH3:17])=[O:7])=[CH:4][C:3]=1[Cl:11], predict the reactants needed to synthesize it. The reactants are: [NH2:1][C:2]1[CH:10]=[CH:9][C:5]([C:6]([OH:8])=[O:7])=[CH:4][C:3]=1[Cl:11].OS(O)(=O)=O.[C:17]([O-])(O)=O.[Na+]. (3) Given the product [CH2:12]([O:19][C:20]1[CH:21]=[CH:22][C:23]2[C:24]3[N:32]([CH2:33][CH:34]4[CH2:38][O:37][C:36]([CH3:39])([CH3:40])[O:35]4)[C:31]([CH2:41][O:42][CH2:43][CH3:44])=[N:30][C:25]=3[C:26]([NH2:46])=[N:27][C:28]=2[CH:29]=1)[C:13]1[CH:18]=[CH:17][CH:16]=[CH:15][CH:14]=1, predict the reactants needed to synthesize it. The reactants are: C1C=C(Cl)C=C(C(OO)=O)C=1.[CH2:12]([O:19][C:20]1[CH:21]=[CH:22][C:23]2[C:24]3[N:32]([CH2:33][CH:34]4[CH2:38][O:37][C:36]([CH3:40])([CH3:39])[O:35]4)[C:31]([CH2:41][O:42][CH2:43][CH3:44])=[N:30][C:25]=3[CH:26]=[N:27][C:28]=2[CH:29]=1)[C:13]1[CH:18]=[CH:17][CH:16]=[CH:15][CH:14]=1.[OH-].[NH4+:46].C1(C)C=CC(S(Cl)(=O)=O)=CC=1. (4) Given the product [Br:25][C:24]1[CH:23]=[C:22]2[C:17]([CH:18]=[CH:19][NH:20][C:21]2=[O:26])=[CH:16][C:15]=1[O:14][CH:11]1[CH2:12][CH2:13][NH:8][CH2:9][CH2:10]1, predict the reactants needed to synthesize it. The reactants are: C(OC([N:8]1[CH2:13][CH2:12][CH:11]([O:14][C:15]2[CH:16]=[C:17]3[C:22](=[CH:23][C:24]=2[Br:25])[C:21](=[O:26])[N:20](CC2C=CC(OC)=CC=2)[CH:19]=[CH:18]3)[CH2:10][CH2:9]1)=O)(C)(C)C. (5) Given the product [NH:32]1[CH2:31][CH:30]([NH:29][C:9]2[N:8]=[C:7]([N:1]3[CH2:6][CH2:5][O:4][CH2:3][CH2:2]3)[N:12]=[C:11]([C:13]3[CH:14]=[CH:15][C:16]([NH:19][C:20]([NH:21][C:22]4[CH:23]=[N:24][CH:25]=[CH:26][CH:27]=4)=[O:28])=[CH:17][CH:18]=3)[N:10]=2)[CH2:33]1, predict the reactants needed to synthesize it. The reactants are: [N:1]1([C:7]2[N:12]=[C:11]([C:13]3[CH:18]=[CH:17][C:16]([NH:19][C:20](=[O:28])[NH:21][C:22]4[CH:23]=[N:24][CH:25]=[CH:26][CH:27]=4)=[CH:15][CH:14]=3)[N:10]=[C:9]([NH:29][CH:30]3[CH2:33][N:32](C(OC(C)(C)C)=O)[CH2:31]3)[N:8]=2)[CH2:6][CH2:5][O:4][CH2:3][CH2:2]1.C(O)(C(F)(F)F)=O. (6) The reactants are: [F:1][C:2]([F:11])([F:10])[C:3]1[CH:8]=[CH:7][C:6]([OH:9])=[CH:5][CH:4]=1.Br[CH2:13][C:14]#[N:15].C(=O)([O-])[O-].[Na+].[Na+].[I-].[Na+]. Given the product [F:1][C:2]([F:10])([F:11])[C:3]1[CH:4]=[CH:5][C:6]([O:9][CH2:13][C:14]#[N:15])=[CH:7][CH:8]=1, predict the reactants needed to synthesize it. (7) Given the product [CH3:9][O:10][C:11](=[O:31])[C:12]1[C:17]([O:18][CH3:19])=[CH:16][C:15]([C:20]2[C:25]([CH2:26][CH3:27])=[CH:24][CH:23]=[CH:22][C:21]=2[CH2:28][CH3:29])=[N:14][C:13]=1[CH2:30][CH3:2], predict the reactants needed to synthesize it. The reactants are: [Li+].[CH3:2]C([N-]C(C)C)C.[CH3:9][O:10][C:11](=[O:31])[C:12]1[C:17]([O:18][CH3:19])=[CH:16][C:15]([C:20]2[C:25]([CH2:26][CH3:27])=[CH:24][CH:23]=[CH:22][C:21]=2[CH2:28][CH3:29])=[N:14][C:13]=1[CH3:30].CI. (8) Given the product [CH2:1]=[CH:2][CH3:3].[CH2:6]=[CH:7][CH2:8][CH3:9].[CH2:11]=[CH2:12], predict the reactants needed to synthesize it. The reactants are: [CH2:1]=[CH:2][CH3:3].C=C.[CH2:6]=[CH:7][CH2:8][CH3:9].Cl[C:11]1C=CC(Cl)=C[C:12]=1Cl. (9) The reactants are: [C:1]([NH:4][C:5]1[CH:14]=[CH:13][C:8]([C:9]([O:11][CH3:12])=[O:10])=[C:7]([O:15][CH3:16])[C:6]=1[NH2:17])(=[O:3])[CH3:2].[N:18]([O-])=O.[Na+]. Given the product [C:1]([N:4]1[C:5]2[CH:14]=[CH:13][C:8]([C:9]([O:11][CH3:12])=[O:10])=[C:7]([O:15][CH3:16])[C:6]=2[N:17]=[N:18]1)(=[O:3])[CH3:2], predict the reactants needed to synthesize it.